This data is from Forward reaction prediction with 1.9M reactions from USPTO patents (1976-2016). The task is: Predict the product of the given reaction. (1) Given the reactants [CH3:1][N:2]([CH2:18][CH2:19][NH:20]C(=O)C(F)(F)F)[C:3]([C:5]1[N:6]=[C:7]([CH3:17])[S:8][C:9]=1[C:10]1[CH:15]=[CH:14][C:13]([F:16])=[CH:12][CH:11]=1)=[O:4].C([O-])([O-])=O.[K+].[K+], predict the reaction product. The product is: [NH2:20][CH2:19][CH2:18][N:2]([CH3:1])[C:3]([C:5]1[N:6]=[C:7]([CH3:17])[S:8][C:9]=1[C:10]1[CH:15]=[CH:14][C:13]([F:16])=[CH:12][CH:11]=1)=[O:4]. (2) The product is: [NH2:1][C:2]1[C:11]2[C:6](=[C:7]([O:14][CH:15]3[CH2:19][CH2:18][CH2:17][CH2:16]3)[C:8]([O:12][CH3:13])=[CH:9][CH:10]=2)[O:5][C:4](=[O:20])[C:3]=1[F:22]. Given the reactants [NH2:1][C:2]1[C:11]2[C:6](=[C:7]([O:14][CH:15]3[CH2:19][CH2:18][CH2:17][CH2:16]3)[C:8]([O:12][CH3:13])=[CH:9][CH:10]=2)[O:5][C:4](=[O:20])[CH:3]=1.[B-](F)(F)(F)[F:22].[B-](F)(F)(F)F.C1[N+]2(CCl)CC[N+](F)(CC2)C1, predict the reaction product.